From a dataset of Catalyst prediction with 721,799 reactions and 888 catalyst types from USPTO. Predict which catalyst facilitates the given reaction. (1) Reactant: [C:1]([C:3]1[CH:8]=[CH:7][C:6]([C:9]2[CH:10]=[N:11][N:12]3[CH:17]=[CH:16][C:15]([C:18]4[CH:39]=[CH:38][C:21]([C:22]([N:24]5[CH2:29][CH2:28][CH:27]([NH:30]C(=O)OC(C)(C)C)[CH2:26][CH2:25]5)=[O:23])=[CH:20][CH:19]=4)=[N:14][C:13]=23)=[CH:5][CH:4]=1)#[N:2].Cl.C([O-])(O)=O.[Na+]. Product: [NH2:30][CH:27]1[CH2:28][CH2:29][N:24]([C:22]([C:21]2[CH:20]=[CH:19][C:18]([C:15]3[CH:16]=[CH:17][N:12]4[N:11]=[CH:10][C:9]([C:6]5[CH:7]=[CH:8][C:3]([C:1]#[N:2])=[CH:4][CH:5]=5)=[C:13]4[N:14]=3)=[CH:39][CH:38]=2)=[O:23])[CH2:25][CH2:26]1. The catalyst class is: 135. (2) Reactant: [NH2:1][C:2]1([C:15]([F:19])([F:18])[CH2:16][OH:17])[C:11]2([CH2:13][CH2:12]2)[CH2:10][O:9][C:8]2[C:3]1=[CH:4][C:5]([Br:14])=[CH:6][CH:7]=2.[C:20]([N:28]=[C:29]=[S:30])(=[O:27])[C:21]1[CH:26]=[CH:25][CH:24]=[CH:23][CH:22]=1. Product: [Br:14][C:5]1[CH:4]=[C:3]2[C:8](=[CH:7][CH:6]=1)[O:9][CH2:10][C:11]1([CH2:13][CH2:12]1)[C:2]2([NH:1][C:29]([NH:28][C:20](=[O:27])[C:21]1[CH:22]=[CH:23][CH:24]=[CH:25][CH:26]=1)=[S:30])[C:15]([F:19])([F:18])[CH2:16][OH:17]. The catalyst class is: 21. (3) Reactant: [CH3:1][C:2]1[N:14]2[C:5]([C:6]3[CH:7]=[CH:8][CH:9]=[N:10][C:11]=3[CH:12]=[CH:13]2)=[N:4][C:3]=1[C:15](OC)=[O:16].[H-].C([Al+]CC(C)C)C(C)C.[Cl-].[NH4+].C(=O)(O)[O-].[Na+]. Product: [CH3:1][C:2]1[N:14]2[C:5]([C:6]3[CH:7]=[CH:8][CH:9]=[N:10][C:11]=3[CH:12]=[CH:13]2)=[N:4][C:3]=1[CH2:15][OH:16]. The catalyst class is: 2. (4) Reactant: [ClH:1].[CH2:2]([O:4][C:5](=[O:8])[CH2:6][NH2:7])[CH3:3].N. Product: [NH2:7][CH2:6][C:5]([O-:8])=[O:4].[ClH:1].[CH2:2]([O:4][C:5](=[O:8])[CH2:6][NH2:7])[CH3:3]. The catalyst class is: 28. (5) Reactant: [C:1]([O:5][C:6]([NH:8][C@@H:9]1[CH2:14][CH2:13][CH:12]([OH:15])[CH2:11][C@@H:10]1[NH:16][C:17]([O:19][C:20]([CH3:23])([CH3:22])[CH3:21])=[O:18])=[O:7])([CH3:4])([CH3:3])[CH3:2].[C:24](OC(=O)C)(=[O:26])[CH3:25].Cl.C(OCC)(=O)C. Product: [C:24]([O:15][CH:12]1[CH2:13][CH2:14][CH:9]([NH:8][C:6]([O:5][C:1]([CH3:4])([CH3:3])[CH3:2])=[O:7])[CH:10]([NH:16][C:17]([O:19][C:20]([CH3:23])([CH3:22])[CH3:21])=[O:18])[CH2:11]1)(=[O:26])[CH3:25]. The catalyst class is: 17.